This data is from Reaction yield outcomes from USPTO patents with 853,638 reactions. The task is: Predict the reaction yield, written as a fraction of the theoretical maximum amount of product (1.0 means a 100% yield; for example, 0.34 means a 34% yield). (1) The reactants are [CH3:1][O:2][C:3]([C:5]1([C:8]2[CH:13]=[CH:12][C:11]([OH:14])=[C:10]([NH2:15])[CH:9]=2)[CH2:7][CH2:6]1)=[O:4].Cl[C:17](Cl)([O:19]C(=O)OC(Cl)(Cl)Cl)Cl.O. The catalyst is C1COCC1. The product is [CH3:1][O:2][C:3]([C:5]1([C:8]2[CH:13]=[CH:12][C:11]3[O:14][C:17](=[O:19])[NH:15][C:10]=3[CH:9]=2)[CH2:7][CH2:6]1)=[O:4]. The yield is 0.910. (2) The reactants are Cl.Cl.[CH3:3][N:4]1[C:8]2[CH2:9][NH:10][CH2:11][C:7]=2[CH:6]=[N:5]1.[Cl:12][C:13]1[C:18]([CH3:19])=[C:17](Cl)[N:16]=[CH:15][N:14]=1.C(N(CC)CC)C. The catalyst is O1CCCC1.O. The product is [Cl:12][C:13]1[N:14]=[CH:15][N:16]=[C:17]([N:10]2[CH2:11][C:7]3[CH:6]=[N:5][N:4]([CH3:3])[C:8]=3[CH2:9]2)[C:18]=1[CH3:19]. The yield is 0.780. (3) The reactants are Cl[CH2:2][CH2:3][CH2:4][O:5][C:6]1[CH:18]=[C:17]2[C:9]([N:10]3[C:15](=[CH:16]2)[C:14](=[O:19])[NH:13][CH2:12][CH2:11]3)=[N:8][CH:7]=1.[CH3:20][C@H:21]1[CH2:25][CH2:24][CH2:23][NH:22]1. No catalyst specified. The product is [CH3:20][C@H:21]1[CH2:25][CH2:24][CH2:23][N:22]1[CH2:2][CH2:3][CH2:4][O:5][C:6]1[CH:18]=[C:17]2[C:9]([N:10]3[C:15](=[CH:16]2)[C:14](=[O:19])[NH:13][CH2:12][CH2:11]3)=[N:8][CH:7]=1. The yield is 0.190. (4) The reactants are [C:1]([C:3]1[N:8]=[CH:7][C:6]([CH:9]([CH3:15])[C:10]([O:12]CC)=[O:11])=[CH:5][CH:4]=1)#[N:2].O.[OH-].[Li+].Cl. The catalyst is O1CCCC1.O. The product is [C:1]([C:3]1[N:8]=[CH:7][C:6]([CH:9]([CH3:15])[C:10]([OH:12])=[O:11])=[CH:5][CH:4]=1)#[N:2]. The yield is 0.940. (5) The catalyst is [C].[Pd].C(O)C. The reactants are C([O:8][C:9]1[CH:10]=[C:11]([C:15]([CH3:21])([CH3:20])[C:16]([O:18][CH3:19])=[O:17])[CH:12]=[CH:13][CH:14]=1)C1C=CC=CC=1. The yield is 0.920. The product is [OH:8][C:9]1[CH:10]=[C:11]([C:15]([CH3:21])([CH3:20])[C:16]([O:18][CH3:19])=[O:17])[CH:12]=[CH:13][CH:14]=1. (6) The reactants are [CH2:1]([C:9]1[CH:14]=[CH:13][CH:12]=[CH:11][CH:10]=1)[CH2:2][CH2:3][CH2:4][CH2:5][CH2:6][CH:7]=[CH2:8].Br[C:16]1[CH:21]=[CH:20][C:19]([N+:22]([O-:24])=[O:23])=[CH:18][CH:17]=1. No catalyst specified. The product is [N+:22]([C:19]1[CH:20]=[CH:21][C:16]([CH2:8][CH2:7][CH2:6][CH2:5][CH2:4][CH2:3][CH2:2][CH2:1][C:9]2[CH:14]=[CH:13][CH:12]=[CH:11][CH:10]=2)=[CH:17][CH:18]=1)([O-:24])=[O:23]. The yield is 0.710.